From a dataset of Catalyst prediction with 721,799 reactions and 888 catalyst types from USPTO. Predict which catalyst facilitates the given reaction. (1) Reactant: C([O:4][C@@H:5]1[C@@H:11]([O:12]C(=O)C)[C@H:10]([O:16]C(=O)C)[C@@H:9]([CH2:20][O:21]C(=O)C)[O:8][C@@:6]1([C:25]1[CH:32]=[CH:31][C:28]([C:29]#[N:30])=[C:27]([CH2:33][C:34]2[CH:39]=[CH:38][C:37](I)=[CH:36][CH:35]=2)[CH:26]=1)[OH:7])(=O)C.[F:41][C:42]([Si](C)(C)C)([F:47])[C:43]([F:46])([F:45])[F:44].[F-].[K+].C([O-])(O)=O.[Na+]. Product: [OH:7][C@:6]1([C:25]2[CH:32]=[CH:31][C:28]([C:29]#[N:30])=[C:27]([CH2:33][C:34]3[CH:39]=[CH:38][C:37]([C:42]([F:47])([F:41])[C:43]([F:46])([F:45])[F:44])=[CH:36][CH:35]=3)[CH:26]=2)[O:8][C@H:9]([CH2:20][OH:21])[C@@H:10]([OH:16])[C@H:11]([OH:12])[C@H:5]1[OH:4]. The catalyst class is: 471. (2) Reactant: [Cl:1][C:2]1[C:11]2[C:6](=[CH:7][CH:8]=[CH:9][CH:10]=2)[CH:5]=[C:4]([CH3:12])[C:3]=1[C@H:13]([OH:16])[CH2:14][OH:15].ClCCl.[C:20](Cl)(=[O:25])[C:21]([CH3:24])([CH3:23])[CH3:22]. Product: [C:20]([O:15][CH2:14][C@H:13]([C:3]1[C:4]([CH3:12])=[CH:5][C:6]2[C:11](=[CH:10][CH:9]=[CH:8][CH:7]=2)[C:2]=1[Cl:1])[OH:16])(=[O:25])[C:21]([CH3:24])([CH3:23])[CH3:22]. The catalyst class is: 17. (3) Reactant: [Br:1][C:2]1[CH:7]=[CH:6][C:5]([OH:8])=[CH:4][CH:3]=1.C(=O)([O-])[O-].[K+].[K+].I[CH2:16][CH2:17][CH3:18]. Product: [Br:1][C:2]1[CH:7]=[CH:6][C:5]([O:8][CH2:16][CH2:17][CH3:18])=[CH:4][CH:3]=1. The catalyst class is: 3.